Dataset: Retrosynthesis with 50K atom-mapped reactions and 10 reaction types from USPTO. Task: Predict the reactants needed to synthesize the given product. (1) Given the product Nc1cccc(OCCN2CCOCC2)n1, predict the reactants needed to synthesize it. The reactants are: Nc1cccc(F)n1.OCCN1CCOCC1. (2) Given the product CC(C)(C)OC(=O)C1(S(=O)(=O)c2ccc(-c3ccc(CCC(F)(F)C(F)(F)F)cc3)cc2)CCOCC1, predict the reactants needed to synthesize it. The reactants are: CC(C)(C)OC(=O)C1(S(=O)(=O)c2ccc(-c3ccc(Br)cc3)cc2)CCOCC1.FC(F)(F)C(F)(F)CCI. (3) The reactants are: OCC1(c2ccccc2)c2ccccc2-c2ccccc21. Given the product O=CC1(c2ccccc2)c2ccccc2-c2ccccc21, predict the reactants needed to synthesize it. (4) The reactants are: COC(=O)c1cc(-c2ccc(NC(=O)OCc3ccccc3)c(F)c2)ccn1. Given the product O=C(Nc1ccc(-c2ccnc(C(=O)O)c2)cc1F)OCc1ccccc1, predict the reactants needed to synthesize it. (5) Given the product Cn1cc(-c2c[nH]c3ncc(NC(=O)c4ccc(F)cc4)cc23)cn1, predict the reactants needed to synthesize it. The reactants are: Cn1cc(-c2c[nH]c3ncc(N)cc23)cn1.O=C(Cl)c1ccc(F)cc1. (6) Given the product Nc1ccc2c(c1)C(=O)N(CC(=O)O[C@@H](Cc1c(Cl)c[n+]([O-])cc1Cl)c1ccc(OC(F)F)c(OCC3CC3)c1)C2, predict the reactants needed to synthesize it. The reactants are: CC(C)(C)OC(=O)Nc1ccc2c(c1)C(=O)N(CC(=O)O[C@@H](Cc1c(Cl)c[n+]([O-])cc1Cl)c1ccc(OC(F)F)c(OCC3CC3)c1)C2. (7) Given the product CCCCc1nc2c(N)nc3ccccc3c2n1CCCCNC(=O)c1ccccc1, predict the reactants needed to synthesize it. The reactants are: CCCCc1nc2c(N)nc3ccccc3c2n1CCCCN.O=C(Cl)c1ccccc1.